This data is from Forward reaction prediction with 1.9M reactions from USPTO patents (1976-2016). The task is: Predict the product of the given reaction. (1) Given the reactants [NH2:1][C@H:2]1[CH2:7][CH2:6][CH2:5][CH2:4][C@H:3]1[NH:8][C:9]1[N:10]=[C:11]([NH:17][C:18]2[CH:23]=[CH:22][CH:21]=[C:20]([C:24]3[N:29]=[CH:28][CH:27]=[CH:26][N:25]=3)[CH:19]=2)[C:12]([C:15]#[N:16])=[N:13][CH:14]=1.[OH-].[Na+].OO.CC(O)=[O:36], predict the reaction product. The product is: [NH2:1][C@H:2]1[CH2:7][CH2:6][CH2:5][CH2:4][C@H:3]1[NH:8][C:9]1[N:10]=[C:11]([NH:17][C:18]2[CH:23]=[CH:22][CH:21]=[C:20]([C:24]3[N:29]=[CH:28][CH:27]=[CH:26][N:25]=3)[CH:19]=2)[C:12]([C:15]([NH2:16])=[O:36])=[N:13][CH:14]=1. (2) Given the reactants [NH2:1][CH2:2][C:3]1([C:16]2[CH:21]=[CH:20][CH:19]=[CH:18][CH:17]=2)[CH2:8][CH2:7][N:6]([C:9]([O:11][C:12]([CH3:15])([CH3:14])[CH3:13])=[O:10])[CH2:5][CH2:4]1.[C:22](OC(=O)C)(=[O:24])[CH3:23], predict the reaction product. The product is: [C:22]([NH:1][CH2:2][C:3]1([C:16]2[CH:17]=[CH:18][CH:19]=[CH:20][CH:21]=2)[CH2:8][CH2:7][N:6]([C:9]([O:11][C:12]([CH3:14])([CH3:15])[CH3:13])=[O:10])[CH2:5][CH2:4]1)(=[O:24])[CH3:23]. (3) Given the reactants [CH2:1]([O:3][C:4]([CH2:6][C:7]1[N:8]=[C:9]([S:12][CH2:13][C:14]([NH:16][CH2:17][C@H:18]2[O:23][CH2:22][CH2:21][NH:20][CH2:19]2)=[O:15])[S:10][CH:11]=1)=[O:5])[CH3:2].[Cl:24][C:25]1[CH:32]=[CH:31][C:28]([CH:29]=O)=[CH:27][C:26]=1[C:33]([F:36])([F:35])[F:34], predict the reaction product. The product is: [Cl:24][C:25]1[CH:32]=[CH:31][C:28]([CH2:29][N:20]2[CH2:21][CH2:22][O:23][C@@H:18]([CH2:17][NH:16][C:14](=[O:15])[CH2:13][S:12][C:9]3[S:10][CH:11]=[C:7]([CH2:6][C:4]([O:3][CH2:1][CH3:2])=[O:5])[N:8]=3)[CH2:19]2)=[CH:27][CH:26]=1.[Cl:24][C:25]1[CH:32]=[CH:31][C:28]([CH2:29][N:20]2[CH2:21][CH2:22][O:23][C@@H:18]([CH2:17][NH:16][C:14](=[O:15])[CH2:13][S:12][C:9]3[S:10][CH:11]=[C:7]([CH2:6][C:4]([O:3][CH2:1][CH3:2])=[O:5])[N:8]=3)[CH2:19]2)=[CH:27][C:26]=1[C:33]([F:34])([F:35])[F:36]. (4) Given the reactants [C:1]([O:5][C:6]([N:8]1[CH2:13][CH2:12][N:11]([CH2:14][C:15]2[CH:20]=[C:19]([O:21]S(C)(=O)=O)[CH:18]=[CH:17][C:16]=2[F:26])[C:10](=[O:27])[CH2:9]1)=[O:7])([CH3:4])([CH3:3])[CH3:2].CC(C)([O-])C.[K+], predict the reaction product. The product is: [C:1]([O:5][C:6]([N:8]1[CH2:13][CH2:12][N:11]([CH2:14][C:15]2[CH:20]=[C:19]([OH:21])[CH:18]=[CH:17][C:16]=2[F:26])[C:10](=[O:27])[CH2:9]1)=[O:7])([CH3:4])([CH3:2])[CH3:3]. (5) Given the reactants C(O[C:4]([C:6]1[NH:10][C:9]2[CH:11]=[C:12]([Cl:14])[S:13][C:8]=2[CH:7]=1)=[O:5])C.[CH3:15][N:16]1[CH2:21][CH2:20][NH:19][CH2:18][CH2:17]1, predict the reaction product. The product is: [Cl:14][C:12]1[S:13][C:8]2[CH:7]=[C:6]([C:4]([N:19]3[CH2:20][CH2:21][N:16]([CH3:15])[CH2:17][CH2:18]3)=[O:5])[NH:10][C:9]=2[CH:11]=1. (6) Given the reactants [F:1][C:2]1[CH:7]=[CH:6][C:5]([NH:8][C:9]2[S:10][CH:11]=[CH:12][N:13]=2)=[CH:4][CH:3]=1.[I:14]N1C(=O)CCC1=O, predict the reaction product. The product is: [F:1][C:2]1[CH:3]=[CH:4][C:5]([NH:8][C:9]2[S:10][C:11]([I:14])=[CH:12][N:13]=2)=[CH:6][CH:7]=1.